From a dataset of NCI-60 drug combinations with 297,098 pairs across 59 cell lines. Regression. Given two drug SMILES strings and cell line genomic features, predict the synergy score measuring deviation from expected non-interaction effect. (1) Drug 1: C1CC(=O)NC(=O)C1N2CC3=C(C2=O)C=CC=C3N. Drug 2: C1=NC2=C(N=C(N=C2N1C3C(C(C(O3)CO)O)O)F)N. Cell line: IGROV1. Synergy scores: CSS=9.37, Synergy_ZIP=3.27, Synergy_Bliss=5.07, Synergy_Loewe=4.01, Synergy_HSA=4.23. (2) Drug 1: C1=C(C(=O)NC(=O)N1)N(CCCl)CCCl. Drug 2: CS(=O)(=O)OCCCCOS(=O)(=O)C. Cell line: A498. Synergy scores: CSS=27.7, Synergy_ZIP=-4.38, Synergy_Bliss=4.20, Synergy_Loewe=-3.17, Synergy_HSA=4.17. (3) Drug 1: CC12CCC3C(C1CCC2=O)CC(=C)C4=CC(=O)C=CC34C. Drug 2: C(CC(=O)O)C(=O)CN.Cl. Cell line: SNB-75. Synergy scores: CSS=20.8, Synergy_ZIP=-9.71, Synergy_Bliss=-4.17, Synergy_Loewe=-1.31, Synergy_HSA=-1.46. (4) Drug 1: CC(C1=C(C=CC(=C1Cl)F)Cl)OC2=C(N=CC(=C2)C3=CN(N=C3)C4CCNCC4)N. Drug 2: CCCS(=O)(=O)NC1=C(C(=C(C=C1)F)C(=O)C2=CNC3=C2C=C(C=N3)C4=CC=C(C=C4)Cl)F. Cell line: SK-MEL-5. Synergy scores: CSS=31.6, Synergy_ZIP=5.42, Synergy_Bliss=5.04, Synergy_Loewe=-10.6, Synergy_HSA=0.940. (5) Drug 1: CS(=O)(=O)C1=CC(=C(C=C1)C(=O)NC2=CC(=C(C=C2)Cl)C3=CC=CC=N3)Cl. Drug 2: C1CN1P(=S)(N2CC2)N3CC3. Cell line: IGROV1. Synergy scores: CSS=12.9, Synergy_ZIP=-2.32, Synergy_Bliss=0.449, Synergy_Loewe=-2.24, Synergy_HSA=0.710. (6) Drug 1: C1CNP(=O)(OC1)N(CCCl)CCCl. Drug 2: C1CCC(C(C1)N)N.C(=O)(C(=O)[O-])[O-].[Pt+4]. Cell line: SNB-75. Synergy scores: CSS=5.00, Synergy_ZIP=-2.93, Synergy_Bliss=-2.32, Synergy_Loewe=-6.49, Synergy_HSA=-1.50.